This data is from Full USPTO retrosynthesis dataset with 1.9M reactions from patents (1976-2016). The task is: Predict the reactants needed to synthesize the given product. (1) Given the product [Br:1][C:2]1[CH:9]=[CH:8][C:5]([CH:6]=[N:15][OH:16])=[CH:4][C:3]=1[CH2:10][C:11]([F:14])([F:13])[F:12], predict the reactants needed to synthesize it. The reactants are: [Br:1][C:2]1[CH:9]=[CH:8][C:5]([CH:6]=O)=[CH:4][C:3]=1[CH2:10][C:11]([F:14])([F:13])[F:12].[NH2:15][OH:16].Cl.CC([O-])=O.[Na+]. (2) Given the product [C:22]([CH:21]([NH:20][C:2]1[C:11]([C:12]([OH:14])=[O:13])=[CH:10][C:9]2[C:4](=[CH:5][CH:6]=[C:7]([Cl:15])[CH:8]=2)[N:3]=1)[CH2:25][C:26]1[CH:31]=[CH:30][C:29]([NH:32][C:33]2[C:42]3[C:37](=[CH:38][CH:39]=[CH:40][CH:41]=3)[N:36]=[CH:35][CH:34]=2)=[CH:28][CH:27]=1)([OH:24])=[O:23], predict the reactants needed to synthesize it. The reactants are: Cl[C:2]1[C:11]([C:12]([OH:14])=[O:13])=[CH:10][C:9]2[C:4](=[CH:5][CH:6]=[C:7]([Cl:15])[CH:8]=2)[N:3]=1.O.O.Cl.Cl.[NH2:20][CH:21]([CH2:25][C:26]1[CH:31]=[CH:30][C:29]([NH:32][C:33]2[C:42]3[C:37](=[CH:38][CH:39]=[CH:40][CH:41]=3)[N:36]=[CH:35][CH:34]=2)=[CH:28][CH:27]=1)[C:22]([OH:24])=[O:23].C([O-])([O-])=O.[K+].[K+].Cl. (3) Given the product [Cl:1][CH2:2][C:38]([C:37]1[CH:40]=[CH:41][CH:42]=[C:35]([O:34][C:30]([F:43])([F:29])[CH:31]([F:32])[F:33])[CH:36]=1)=[O:39], predict the reactants needed to synthesize it. The reactants are: [Cl:1][C:2](S(C(C1C=CC=CC=1)(Cl)Cl)=O)(Cl)C1C=CC=CC=1.[Li+].CC([N-]C(C)C)C.[F:29][C:30]([F:43])([O:34][C:35]1[CH:36]=[C:37]([CH:40]=[CH:41][CH:42]=1)[CH:38]=[O:39])[CH:31]([F:33])[F:32].CC[Mg+].[Br-]. (4) The reactants are: [Cl:1][C:2]1[C:3]([C:9]([OH:11])=[O:10])=[N:4][C:5]([Cl:8])=[CH:6][CH:7]=1.ClC(Cl)(Cl)C(=N)O[C:16]([CH3:19])([CH3:18])[CH3:17].ClC(Cl)(Cl)C(=N)OCCCC. Given the product [Cl:1][C:2]1[C:3]([C:9]([O:11][C:16]([CH3:19])([CH3:18])[CH3:17])=[O:10])=[N:4][C:5]([Cl:8])=[CH:6][CH:7]=1, predict the reactants needed to synthesize it. (5) Given the product [Cl:45][C:39]1[CH:40]=[CH:41][CH:42]=[C:43]([Cl:44])[C:38]=1[C:31]1[C:30]([CH2:29][O:1][C:2]2[CH:3]=[CH:4][C:5]([C:8]3[CH:16]=[C:15]4[C:11]([C:12]([C:24]([OH:26])=[O:25])=[N:13][NH:14]4)=[CH:10][CH:9]=3)=[CH:6][CH:7]=2)=[C:34]([CH:35]([CH3:37])[CH3:36])[O:33][N:32]=1, predict the reactants needed to synthesize it. The reactants are: [OH:1][C:2]1[CH:7]=[CH:6][C:5]([C:8]2[CH:16]=[C:15]3[C:11]([C:12]([C:24]([O:26]C)=[O:25])=[N:13][N:14]3C(OC(C)(C)C)=O)=[CH:10][CH:9]=2)=[CH:4][CH:3]=1.Cl[CH2:29][C:30]1[C:31]([C:38]2[C:43]([Cl:44])=[CH:42][CH:41]=[CH:40][C:39]=2[Cl:45])=[N:32][O:33][C:34]=1[CH:35]([CH3:37])[CH3:36].C(=O)([O-])[O-].[K+].[K+].[OH-].[Na+]. (6) Given the product [F:1][C:2]([F:13])([F:14])[C:3]([N:5]([CH:6]1[CH2:7][CH2:8][CH:9]([OH:12])[CH2:10][CH2:11]1)[CH3:18])=[O:4], predict the reactants needed to synthesize it. The reactants are: [F:1][C:2]([F:14])([F:13])[C:3]([NH:5][C@H:6]1[CH2:11][CH2:10][C@H:9]([OH:12])[CH2:8][CH2:7]1)=[O:4].[H-].[Na+].I[CH3:18].O.